This data is from Full USPTO retrosynthesis dataset with 1.9M reactions from patents (1976-2016). The task is: Predict the reactants needed to synthesize the given product. (1) Given the product [ClH:26].[ClH:26].[NH:10]([C:6]1[CH:5]=[C:4]([N+:1]([O-:3])=[O:2])[CH:9]=[CH:8][N:7]=1)[NH2:11], predict the reactants needed to synthesize it. The reactants are: [N+:1]([C:4]1[CH:9]=[CH:8][N:7]=[C:6]([N:10](C(OC(C)(C)C)=O)[NH:11]C(OC(C)(C)C)=O)[CH:5]=1)([O-:3])=[O:2].[ClH:26]. (2) Given the product [ClH:2].[Cl:15][C:11]1[CH:10]=[C:9]([C:7]2[N:6]=[C:5]3[CH2:16][CH2:17][CH2:18][C:4]3=[C:3]([NH:19][C:20]3[CH:21]=[CH:22][C:23]([CH2:26][C:27]([NH:29][CH3:30])=[O:28])=[CH:24][CH:25]=3)[CH:8]=2)[CH:14]=[CH:13][CH:12]=1, predict the reactants needed to synthesize it. The reactants are: Cl.[Cl:2][C:3]1[CH:8]=[C:7]([C:9]2[CH:14]=[CH:13][CH:12]=[C:11]([Cl:15])[CH:10]=2)[N:6]=[C:5]2[CH2:16][CH2:17][CH2:18][C:4]=12.[NH2:19][C:20]1[CH:25]=[CH:24][C:23]([CH2:26][C:27]([NH:29][CH3:30])=[O:28])=[CH:22][CH:21]=1. (3) The reactants are: [C:1]([O:7][CH2:8][CH:9]([CH2:20]O)[CH2:10][CH2:11][C:12]1[CH:17]=[CH:16][C:15]([CH3:18])=[C:14]([CH3:19])[CH:13]=1)(=[O:6])[C:2]([CH3:5])([CH3:4])[CH3:3].C1(P(C2C=CC=CC=2)C2C=CC=CC=2)C=CC=CC=1.N(C(OCC)=O)=NC(OCC)=O.C1(P([N:67]=[N+:68]=[N-:69])(C2C=CC=CC=2)=O)C=CC=CC=1. Given the product [C:1]([O:7][CH2:8][CH:9]([CH2:20][N:67]=[N+:68]=[N-:69])[CH2:10][CH2:11][C:12]1[CH:17]=[CH:16][C:15]([CH3:18])=[C:14]([CH3:19])[CH:13]=1)(=[O:6])[C:2]([CH3:5])([CH3:4])[CH3:3], predict the reactants needed to synthesize it. (4) Given the product [F:1][C:2]1[CH:3]=[C:4]([CH:14]([NH:16][C:17]([C:19]2[N:20]=[C:21]([O:35][C:30]3[CH:31]=[CH:32][CH:33]=[C:34]4[C:29]=3[CH2:28][CH2:27][C:26]4=[CH2:25])[O:22][CH:23]=2)=[O:18])[CH3:15])[CH:5]=[C:6]([F:13])[C:7]=1[NH:8][S:9]([CH3:12])(=[O:11])=[O:10], predict the reactants needed to synthesize it. The reactants are: [F:1][C:2]1[CH:3]=[C:4]([CH:14]([NH:16][C:17]([C:19]2[N:20]=[C:21](Cl)[O:22][CH:23]=2)=[O:18])[CH3:15])[CH:5]=[C:6]([F:13])[C:7]=1[NH:8][S:9]([CH3:12])(=[O:11])=[O:10].[CH2:25]=[C:26]1[C:34]2[CH:33]=[CH:32][CH:31]=[C:30]([OH:35])[C:29]=2[CH2:28][CH2:27]1. (5) Given the product [Br:24][C:22]1[CH:23]=[C:18]([NH:17][CH:16]=[N:4][CH2:2][CH3:3])[C:19]([CH3:32])=[N:20][C:21]=1[O:25][CH2:26][CH2:27][CH2:28][CH:29]([CH3:31])[CH3:30], predict the reactants needed to synthesize it. The reactants are: Cl.[CH2:2]([NH2:4])[CH3:3].CCN(C(C)C)C(C)C.CO[CH:16]=[N:17][C:18]1[C:19]([CH3:32])=[N:20][C:21]([O:25][CH2:26][CH2:27][CH2:28][CH:29]([CH3:31])[CH3:30])=[C:22]([Br:24])[CH:23]=1.